From a dataset of Catalyst prediction with 721,799 reactions and 888 catalyst types from USPTO. Predict which catalyst facilitates the given reaction. Reactant: [Br:1][C:2]1[CH:7]=[CH:6][CH:5]=[CH:4][C:3]=1[NH:8][C:9](=O)[C:10]1[CH:15]=[CH:14][C:13]([C:16]2[CH:21]=[CH:20][CH:19]=[CH:18][CH:17]=2)=[N:12][CH:11]=1.COC1C=CC(P2(SP(C3C=CC(OC)=CC=3)(=S)S2)=[S:32])=CC=1.[OH-].[Na+].CI.[C:49]1([CH3:55])C=CC=CC=1. Product: [CH2:49]([S:32][C:9](=[N:8][C:3]1[CH:4]=[CH:5][CH:6]=[CH:7][C:2]=1[Br:1])[C:10]1[CH:15]=[CH:14][C:13]([C:16]2[CH:21]=[CH:20][CH:19]=[CH:18][CH:17]=2)=[N:12][CH:11]=1)[CH3:55]. The catalyst class is: 162.